This data is from Forward reaction prediction with 1.9M reactions from USPTO patents (1976-2016). The task is: Predict the product of the given reaction. (1) Given the reactants [F:1][C:2]([F:14])([F:13])[C:3]1[CH:4]=[CH:5][C:6]2[O:10][C:9](S)=[N:8][C:7]=2[CH:12]=1.[NH:15]1[CH2:21][CH2:20][CH2:19][NH:18][CH2:17][CH2:16]1, predict the reaction product. The product is: [N:15]1([C:9]2[O:10][C:6]3[CH:5]=[CH:4][C:3]([C:2]([F:14])([F:13])[F:1])=[CH:12][C:7]=3[N:8]=2)[CH2:21][CH2:20][CH2:19][NH:18][CH2:17][CH2:16]1. (2) The product is: [CH3:1][C:2]1[CH:10]=[CH:9][C:8]2[N:7]([CH:11]=[C:12]([C:14]3[CH:19]=[CH:18][N:17]=[CH:16][CH:15]=3)[CH3:13])[C:6]3[CH2:20][CH2:21][N:22]([CH2:25][CH2:26][C:27]4[CH:32]=[CH:31][CH:30]=[CH:29][CH:28]=4)[CH2:23][C:5]=3[C:4]=2[CH:3]=1. Given the reactants [CH3:1][C:2]1[CH:10]=[CH:9][C:8]2[N:7]([CH:11]=[C:12]([C:14]3[CH:19]=[CH:18][N:17]=[CH:16][CH:15]=3)[CH3:13])[C:6]3[CH2:20][CH2:21][NH:22][CH2:23][C:5]=3[C:4]=2[CH:3]=1.Br[CH2:25][CH2:26][C:27]1[CH:32]=[CH:31][CH:30]=[CH:29][CH:28]=1, predict the reaction product. (3) The product is: [I:4]/[CH:2]=[CH:11]/[C:12]1[CH:17]=[CH:16][CH:15]=[CH:14][CH:13]=1. Given the reactants I[CH:2]([I:4])I.N1([CH2:11][C:12]2[CH:17]=[CH:16][C:15](/C=C/C#[C:11][C:12]3[CH:17]=[CH:16][C:15](C(O)=O)=[CH:14][CH:13]=3)=[CH:14][CH:13]=2)CCOCC1, predict the reaction product.